Dataset: Full USPTO retrosynthesis dataset with 1.9M reactions from patents (1976-2016). Task: Predict the reactants needed to synthesize the given product. (1) Given the product [C:1]([O:5][C:6](=[O:7])[NH:8][C:9]1([C:12](=[O:14])[NH:22][C:21]2[CH:20]=[CH:19][C:18]([C:23]3[CH:28]=[CH:27][CH:26]=[CH:25][C:24]=3[S:29][CH3:30])=[CH:17][C:16]=2[F:15])[CH2:10][CH2:11]1)([CH3:2])([CH3:3])[CH3:4], predict the reactants needed to synthesize it. The reactants are: [C:1]([O:5][C:6]([NH:8][C:9]1([C:12]([OH:14])=O)[CH2:11][CH2:10]1)=[O:7])([CH3:4])([CH3:3])[CH3:2].[F:15][C:16]1[CH:17]=[C:18]([C:23]2[CH:28]=[CH:27][CH:26]=[CH:25][C:24]=2[S:29][CH3:30])[CH:19]=[CH:20][C:21]=1[NH2:22].CCOC1N(C(OCC)=O)C2C(=CC=CC=2)C=C1.C(N(CC)CC)C. (2) Given the product [F:25][C:24]([F:27])([F:26])[S:21]([O:1][C:2]1[C:10]2[C:5](=[CH:6][N:7]=[CH:8][CH:9]=2)[O:4][C:3]=1[C:11]([O:13][CH2:18][CH3:19])=[O:12])(=[O:22])=[O:20], predict the reactants needed to synthesize it. The reactants are: [OH:1][C:2]1[C:10]2[C:5](=[CH:6][N:7]=[CH:8][CH:9]=2)[O:4][C:3]=1[C:11]([O-:13])=[O:12].N1[CH:19]=[CH:18]C=CC=1.[O:20](S(C(F)(F)F)(=O)=O)[S:21]([C:24]([F:27])([F:26])[F:25])(=O)=[O:22].